Dataset: Forward reaction prediction with 1.9M reactions from USPTO patents (1976-2016). Task: Predict the product of the given reaction. Given the reactants [CH3:1][C:2]1[NH:3][CH:4]=[C:5]([C:7]([F:10])([F:9])[F:8])[N:6]=1.C1C(=O)N([I:18])C(=O)C1, predict the reaction product. The product is: [I:18][C:4]1[NH:3][C:2]([CH3:1])=[N:6][C:5]=1[C:7]([F:10])([F:9])[F:8].